This data is from NCI-60 drug combinations with 297,098 pairs across 59 cell lines. The task is: Regression. Given two drug SMILES strings and cell line genomic features, predict the synergy score measuring deviation from expected non-interaction effect. (1) Drug 1: COC1=C(C=C2C(=C1)N=CN=C2NC3=CC(=C(C=C3)F)Cl)OCCCN4CCOCC4. Drug 2: CC(C)CN1C=NC2=C1C3=CC=CC=C3N=C2N. Cell line: UACC-257. Synergy scores: CSS=12.7, Synergy_ZIP=-0.772, Synergy_Bliss=4.28, Synergy_Loewe=3.53, Synergy_HSA=2.88. (2) Drug 1: C1=CC(=C2C(=C1NCCNCCO)C(=O)C3=C(C=CC(=C3C2=O)O)O)NCCNCCO. Drug 2: C1CN(P(=O)(OC1)NCCCl)CCCl. Cell line: SK-MEL-28. Synergy scores: CSS=36.9, Synergy_ZIP=-0.551, Synergy_Bliss=-0.301, Synergy_Loewe=-37.4, Synergy_HSA=-0.562. (3) Drug 1: COC1=C(C=C2C(=C1)N=CN=C2NC3=CC(=C(C=C3)F)Cl)OCCCN4CCOCC4. Drug 2: CCCS(=O)(=O)NC1=C(C(=C(C=C1)F)C(=O)C2=CNC3=C2C=C(C=N3)C4=CC=C(C=C4)Cl)F. Cell line: K-562. Synergy scores: CSS=19.7, Synergy_ZIP=-2.75, Synergy_Bliss=4.11, Synergy_Loewe=-35.3, Synergy_HSA=2.14.